Dataset: Retrosynthesis with 50K atom-mapped reactions and 10 reaction types from USPTO. Task: Predict the reactants needed to synthesize the given product. (1) Given the product c1nsc(-c2nnc3n2CCNC3)n1, predict the reactants needed to synthesize it. The reactants are: CC(C)(C)OC(=O)N1CCn2c(nnc2-c2ncns2)C1. (2) Given the product COCCOCOc1cccc(COCc2ccccn2)c1, predict the reactants needed to synthesize it. The reactants are: COCCOCOc1cccc(CO)c1.ClCc1ccccn1. (3) The reactants are: COC(=O)c1cc(-c2cnc(Nc3ccc(F)c(Cl)c3)nc2-n2ccc(C(F)(F)F)n2)cnc1OC(C)c1ccncc1. Given the product CC(Oc1ncc(-c2cnc(Nc3ccc(F)c(Cl)c3)nc2-n2ccc(C(F)(F)F)n2)cc1C(=O)O)c1ccncc1, predict the reactants needed to synthesize it. (4) Given the product CCCCCCC(O)CCCCCCCCCCCO, predict the reactants needed to synthesize it. The reactants are: CCCCCCC(O)CCCCCCCCCCC(=O)OC. (5) Given the product Cn1c(C2CC2)nc2ccc(-n3ccc(OCc4cccc(F)c4)cc3=O)cc21, predict the reactants needed to synthesize it. The reactants are: Cn1c(C2CC2)nc2ccc(-n3ccc(O)cc3=O)cc21.Fc1cccc(CBr)c1.